From a dataset of Reaction yield outcomes from USPTO patents with 853,638 reactions. Predict the reaction yield, written as a fraction of the theoretical maximum amount of product (1.0 means a 100% yield; for example, 0.34 means a 34% yield). (1) The reactants are FC(F)(F)S(O[C:7]1[C:11]2[CH2:12][N:13]([C:16](=[O:25])[CH2:17][O:18][C:19]3[CH:24]=[CH:23][CH:22]=[CH:21][CH:20]=3)[CH2:14][CH2:15][C:10]=2[NH:9][N:8]=1)(=O)=O.[F:28][C:29]1[CH:34]=[CH:33][C:32](B(O)O)=[CH:31][CH:30]=1.[O-]P([O-])([O-])=O.[K+].[K+].[K+].O. The catalyst is O1CCOCC1.C1C=CC(P(C2C=CC=CC=2)[C-]2C=CC=C2)=CC=1.C1C=CC(P(C2C=CC=CC=2)[C-]2C=CC=C2)=CC=1.Cl[Pd]Cl.[Fe+2].C1C=CC(P(C2C=CC=CC=2)[C-]2C=CC=C2)=CC=1.C1C=CC(P(C2C=CC=CC=2)[C-]2C=CC=C2)=CC=1.[Fe+2]. The product is [F:28][C:29]1[CH:34]=[CH:33][C:32]([C:7]2[C:11]3[CH2:12][N:13]([C:16](=[O:25])[CH2:17][O:18][C:19]4[CH:20]=[CH:21][CH:22]=[CH:23][CH:24]=4)[CH2:14][CH2:15][C:10]=3[NH:9][N:8]=2)=[CH:31][CH:30]=1. The yield is 0.0843. (2) The reactants are [F:1][C:2]1[CH:7]=[CH:6][CH:5]=[C:4]([F:8])[C:3]=1[N:9]1[C:14]2[N:15]=[C:16](S(C)(=O)=O)[N:17]=[C:18]([C:19]3[CH:24]=[CH:23][C:22]([F:25])=[CH:21][C:20]=3[CH3:26])[C:13]=2[CH:12]=[CH:11][C:10]1=[O:31].[NH2:32][CH2:33][CH2:34][CH2:35][N:36]1[CH2:40][CH2:39][CH2:38][C:37]1=[O:41]. No catalyst specified. The product is [F:1][C:2]1[CH:7]=[CH:6][CH:5]=[C:4]([F:8])[C:3]=1[N:9]1[C:14]2[N:15]=[C:16]([NH:32][CH2:33][CH2:34][CH2:35][N:36]3[CH2:40][CH2:39][CH2:38][C:37]3=[O:41])[N:17]=[C:18]([C:19]3[CH:24]=[CH:23][C:22]([F:25])=[CH:21][C:20]=3[CH3:26])[C:13]=2[CH:12]=[CH:11][C:10]1=[O:31]. The yield is 0.850. (3) The reactants are [C:1]1([S:7]([CH2:10][CH:11]=[CH:12][CH:13]=[CH:14][C:15]([OH:17])=O)(=[O:9])=[O:8])[CH:6]=[CH:5][CH:4]=[CH:3][CH:2]=1.C(Cl)(=O)C(Cl)=O.[NH2:24][OH:25]. The catalyst is ClCCl.O1CCCC1. The product is [OH:25][NH:24][C:15](=[O:17])[CH:14]=[CH:13][CH:12]=[CH:11][CH2:10][S:7]([C:1]1[CH:6]=[CH:5][CH:4]=[CH:3][CH:2]=1)(=[O:9])=[O:8]. The yield is 0.310. (4) The reactants are [CH:1]([O:4][C:5]1[N:10]=[C:9]([C:11]2[CH:12]=[C:13]3[C:17](=[CH:18][CH:19]=2)[NH:16][CH:15]=[C:14]3[C:20]([NH:22][NH2:23])=[O:21])[CH:8]=[N:7][CH:6]=1)([CH3:3])[CH3:2].CCN(C(C)C)C(C)C.Cl[C:34](Cl)([O:36]C(=O)OC(Cl)(Cl)Cl)Cl. The catalyst is C(Cl)Cl. The product is [CH:1]([O:4][C:5]1[N:10]=[C:9]([C:11]2[CH:12]=[C:13]3[C:17](=[CH:18][CH:19]=2)[NH:16][CH:15]=[C:14]3[C:20]2[O:21][C:34](=[O:36])[NH:23][N:22]=2)[CH:8]=[N:7][CH:6]=1)([CH3:3])[CH3:2]. The yield is 0.0500.